From a dataset of Full USPTO retrosynthesis dataset with 1.9M reactions from patents (1976-2016). Predict the reactants needed to synthesize the given product. (1) Given the product [Cl:48][C:49]1[CH:54]=[C:53]([Cl:55])[CH:52]=[CH:51][C:50]=1[CH2:56][NH:57][C:7]([CH:6]1[CH2:5][N:4]([C:10]2[N:14]([CH3:15])[CH:13]=[N:12][CH:11]=2)[C:3](=[O:16])[N:2]1[CH3:1])=[O:9], predict the reactants needed to synthesize it. The reactants are: [CH3:1][N:2]1[CH:6]([C:7]([OH:9])=O)[CH2:5][N:4]([C:10]2[N:14]([CH3:15])[CH:13]=[N:12][CH:11]=2)[C:3]1=[O:16].C(N1CCOCC1)C.O.ON1C2C=CC=CC=2N=N1.Cl.C(N=C=NCCCN(C)C)C.[Cl:48][C:49]1[CH:54]=[C:53]([Cl:55])[CH:52]=[CH:51][C:50]=1[CH2:56][NH2:57]. (2) Given the product [CH:15]1[C:10]2[CH2:9][CH2:8][C:7]3[CH:16]=[CH:17][CH:18]=[CH:19][C:6]=3[N:5]([CH2:4][C@@H:3]([OH:20])[CH2:2][NH:1][S:37]([C:34]3[CH:33]=[CH:32][C:31]([O:30][C:29]([F:28])([F:41])[F:42])=[CH:36][CH:35]=3)(=[O:39])=[O:38])[C:11]=2[CH:12]=[CH:13][CH:14]=1, predict the reactants needed to synthesize it. The reactants are: [NH2:1][CH2:2][C@H:3]([OH:20])[CH2:4][N:5]1[C:11]2[CH:12]=[CH:13][CH:14]=[CH:15][C:10]=2[CH2:9][CH2:8][C:7]2[CH:16]=[CH:17][CH:18]=[CH:19][C:6]1=2.C(N(CC)CC)C.[F:28][C:29]([F:42])([F:41])[O:30][C:31]1[CH:36]=[CH:35][C:34]([S:37](Cl)(=[O:39])=[O:38])=[CH:33][CH:32]=1.[Na+].[Cl-]. (3) Given the product [O:16]=[C:14]1[NH:13][C:12]2[CH:17]=[C:8]([CH:5]3[CH2:6][CH2:7][CH:2]([N:18]4[CH2:21][CH:20]([NH:22][C:23]([CH2:25][NH:26][C:27](=[O:38])[C:28]5[CH:33]=[CH:32][CH:31]=[C:30]([C:34]([F:37])([F:35])[F:36])[CH:29]=5)=[O:24])[CH2:19]4)[CH2:3][CH2:4]3)[CH:9]=[CH:10][C:11]=2[S:15]1, predict the reactants needed to synthesize it. The reactants are: O=[C:2]1[CH2:7][CH2:6][C:5]([C:8]2[CH:9]=[CH:10][C:11]3[S:15][C:14](=[O:16])[NH:13][C:12]=3[CH:17]=2)=[CH:4][CH2:3]1.[NH:18]1[CH2:21][CH:20]([NH:22][C:23]([CH2:25][NH:26][C:27](=[O:38])[C:28]2[CH:33]=[CH:32][CH:31]=[C:30]([C:34]([F:37])([F:36])[F:35])[CH:29]=2)=[O:24])[CH2:19]1. (4) The reactants are: [C:1]1([SH:7])[CH:6]=[CH:5][CH:4]=[CH:3][CH:2]=1.[H-].[Na+].[NH2:10][C:11]1[C:16](Br)=[N:15][C:14]([C:18]2[CH:23]=[CH:22][CH:21]=[CH:20][CH:19]=2)=[CH:13][N:12]=1. Given the product [NH2:10][C:11]1[C:16]([S:7][C:1]2[CH:6]=[CH:5][CH:4]=[CH:3][CH:2]=2)=[N:15][C:14]([C:18]2[CH:23]=[CH:22][CH:21]=[CH:20][CH:19]=2)=[CH:13][N:12]=1, predict the reactants needed to synthesize it. (5) Given the product [S:32]1[CH:33]=[CH:34][CH:35]=[C:31]1[S:28]([NH:27][C:21]1[CH:22]=[CH:23][CH:24]=[C:25]2[C:20]=1[NH:19][C:18]([C:16]1[S:17][C:13]([CH2:12][N:9]3[CH2:10][CH2:11][N:6]([CH2:5][C:4]([OH:36])=[O:3])[CH2:7][CH2:8]3)=[CH:14][N:15]=1)=[CH:26]2)(=[O:29])=[O:30], predict the reactants needed to synthesize it. The reactants are: C([O:3][C:4](=[O:36])[CH2:5][N:6]1[CH2:11][CH2:10][N:9]([CH2:12][C:13]2[S:17][C:16]([C:18]3[NH:19][C:20]4[C:25]([CH:26]=3)=[CH:24][CH:23]=[CH:22][C:21]=4[NH:27][S:28]([C:31]3[S:32][CH:33]=[CH:34][CH:35]=3)(=[O:30])=[O:29])=[N:15][CH:14]=2)[CH2:8][CH2:7]1)C.[OH-].[Na+].C(O)(=O)CC(CC(O)=O)(C(O)=O)O.[Cl-].[Na+]. (6) The reactants are: [OH:1][C:2]1[CH:15]=[C:14]([CH:16]=[CH2:17])[C:5]2[C:6]([CH2:9][C:10]([O:12][CH3:13])=[O:11])=[CH:7][S:8][C:4]=2[CH:3]=1.C1COCC1.[CH3:23][C:24]([CH3:35])([CH3:34])[C:25](O[C:25](=[O:26])[C:24]([CH3:35])([CH3:34])[CH3:23])=[O:26]. Given the product [C:25]([O:1][C:2]1[CH:15]=[C:14]([CH:16]=[CH2:17])[C:5]2[C:6]([CH2:9][C:10]([O:12][CH3:13])=[O:11])=[CH:7][S:8][C:4]=2[CH:3]=1)(=[O:26])[C:24]([CH3:35])([CH3:34])[CH3:23], predict the reactants needed to synthesize it.